From a dataset of Full USPTO retrosynthesis dataset with 1.9M reactions from patents (1976-2016). Predict the reactants needed to synthesize the given product. (1) Given the product [CH3:1][C:2]1[C:6](=[O:7])[O:5][CH2:4][C:3]=1[N:8]1[CH:12]=[CH:11][C:10]2([CH2:17][CH2:16][NH:15][CH2:14][CH2:13]2)[C:9]1=[O:25], predict the reactants needed to synthesize it. The reactants are: [CH3:1][C:2]1[C:6](=[O:7])[O:5][CH2:4][C:3]=1[N:8]1[CH:12]=[CH:11][C:10]2([CH2:17][CH2:16][N:15](C(OC(C)(C)C)=O)[CH2:14][CH2:13]2)[C:9]1=[O:25].C(O)(C(F)(F)F)=O. (2) Given the product [CH3:10][O:11][C:12](=[O:15])[CH2:13][N:6]1[CH2:7][CH2:8][C:3]([F:9])([F:2])[CH2:4][CH2:5]1, predict the reactants needed to synthesize it. The reactants are: Cl.[F:2][C:3]1([F:9])[CH2:8][CH2:7][NH:6][CH2:5][CH2:4]1.[CH3:10][O:11][C:12](=[O:15])[CH2:13]Br.C(N(CC)CC)C. (3) Given the product [CH3:46][C:38]1([CH3:45])[C:39]2[C:44](=[CH:43][CH:42]=[CH:41][CH:40]=2)[N:36]([CH2:35][CH2:34][CH2:33][N:9]2[CH2:10][CH2:11][C:6]3([N:5]([C:12]4[CH:17]=[CH:16][CH:15]=[CH:14][CH:13]=4)[CH2:4][N:3]([CH2:18][C:19]4[CH:20]=[CH:21][C:22]([C:23]([O:25][C:26]([CH3:28])([CH3:27])[CH3:29])=[O:24])=[CH:30][CH:31]=4)[C:2]3=[O:1])[CH2:7][CH2:8]2)[C:37]1=[O:47], predict the reactants needed to synthesize it. The reactants are: [O:1]=[C:2]1[C:6]2([CH2:11][CH2:10][NH:9][CH2:8][CH2:7]2)[N:5]([C:12]2[CH:17]=[CH:16][CH:15]=[CH:14][CH:13]=2)[CH2:4][N:3]1[CH2:18][C:19]1[CH:31]=[CH:30][C:22]([C:23]([O:25][C:26]([CH3:29])([CH3:28])[CH3:27])=[O:24])=[CH:21][CH:20]=1.Cl[CH2:33][CH2:34][CH2:35][N:36]1[C:44]2[C:39](=[CH:40][CH:41]=[CH:42][CH:43]=2)[C:38]([CH3:46])([CH3:45])[C:37]1=[O:47].[I-].[Na+].C(=O)([O-])[O-].[K+].[K+]. (4) Given the product [C:1]1([N:7]2[C:11]([C:12]3[CH:17]=[CH:16][CH:15]=[C:14]([CH2:18][O:19][CH:20]([C:21]([F:22])([F:23])[F:24])[C:25]([F:28])([F:26])[F:27])[CH:13]=3)=[CH:10][C:9]([NH:29][C:36]([C@H:33]3[CH2:32][C:31](=[O:30])[NH:35][CH2:34]3)=[O:37])=[N:8]2)[CH:6]=[CH:5][CH:4]=[CH:3][CH:2]=1, predict the reactants needed to synthesize it. The reactants are: [C:1]1([N:7]2[C:11]([C:12]3[CH:17]=[CH:16][CH:15]=[C:14]([CH2:18][O:19][CH:20]([C:25]([F:28])([F:27])[F:26])[C:21]([F:24])([F:23])[F:22])[CH:13]=3)=[CH:10][C:9]([NH2:29])=[N:8]2)[CH:6]=[CH:5][CH:4]=[CH:3][CH:2]=1.[O:30]=[C:31]1[NH:35][CH2:34][C@@H:33]([C:36](O)=[O:37])[CH2:32]1.CCN=C=NCCCN(C)C.Cl.O. (5) Given the product [Cl:39][C:36]1[CH:37]=[CH:38][C:33]([C@@:13]23[O:32][C@@:10]([CH:50]([OH:52])[CH3:51])([CH2:11][O:12]2)[C@@H:9]([OH:8])[C@H:15]([OH:16])[C@H:14]3[OH:24])=[CH:34][C:35]=1[CH2:40][C:41]1[CH:42]=[CH:43][C:44]([O:47][CH2:48][CH3:49])=[CH:45][CH:46]=1, predict the reactants needed to synthesize it. The reactants are: C([O:8][C@H:9]1[C@H:15]([O:16]CC2C=CC=CC=2)[C@@H:14]([O:24]CC2C=CC=CC=2)[C@:13]2([C:33]3[CH:38]=[CH:37][C:36]([Cl:39])=[C:35]([CH2:40][C:41]4[CH:46]=[CH:45][C:44]([O:47][CH2:48][CH3:49])=[CH:43][CH:42]=4)[CH:34]=3)[O:32][C@@:10]1([CH:50]([OH:52])[CH3:51])[CH2:11][O:12]2)C1C=CC=CC=1.ClC1C=CC=CC=1Cl. (6) Given the product [Br:1][C:2]1[CH:7]=[C:6]([NH2:8])[CH:5]=[CH:4][C:3]=1[O:11][CH3:12], predict the reactants needed to synthesize it. The reactants are: [Br:1][C:2]1[CH:7]=[C:6]([N+:8]([O-])=O)[CH:5]=[CH:4][C:3]=1[O:11][CH3:12].O.O.Cl[Sn]Cl.CO.C([O-])(O)=O.[Na+]. (7) Given the product [CH3:1][C:2]1[CH:3]=[C:4]([C:24]([OH:30])=[O:26])[CH:5]=[C:6]2[C:10]=1[C:9](=[O:11])[N:8]([CH2:12][C:13]1[CH:18]=[CH:17][C:16]([O:19][C:20]([F:23])([F:22])[F:21])=[CH:15][CH:14]=1)[CH2:7]2, predict the reactants needed to synthesize it. The reactants are: [CH3:1][C:2]1[CH:3]=[C:4]([C:24]#N)[CH:5]=[C:6]2[C:10]=1[C:9](=[O:11])[N:8]([CH2:12][C:13]1[CH:18]=[CH:17][C:16]([O:19][C:20]([F:23])([F:22])[F:21])=[CH:15][CH:14]=1)[CH2:7]2.[OH-:26].[Na+].Cl.C[OH:30].